This data is from Peptide-MHC class I binding affinity with 185,985 pairs from IEDB/IMGT. The task is: Regression. Given a peptide amino acid sequence and an MHC pseudo amino acid sequence, predict their binding affinity value. This is MHC class I binding data. (1) The peptide sequence is FANYNFTLL. The MHC is HLA-A02:03 with pseudo-sequence HLA-A02:03. The binding affinity (normalized) is 0.886. (2) The peptide sequence is IINAAFNL. The MHC is H-2-Kb with pseudo-sequence H-2-Kb. The binding affinity (normalized) is 0.581. (3) The binding affinity (normalized) is 0.545. The peptide sequence is TLNHNCINV. The MHC is HLA-A69:01 with pseudo-sequence HLA-A69:01. (4) The peptide sequence is TEFFMSRKL. The MHC is HLA-A02:03 with pseudo-sequence HLA-A02:03. The binding affinity (normalized) is 0.0847. (5) The peptide sequence is FELTSMKYF. The MHC is HLA-B40:02 with pseudo-sequence HLA-B40:02. The binding affinity (normalized) is 0.284. (6) The peptide sequence is VLMAVHCMNFK. The MHC is Mamu-B03 with pseudo-sequence Mamu-B03. The binding affinity (normalized) is 0. (7) The peptide sequence is IDLLVGSATL. The MHC is Patr-B2401 with pseudo-sequence Patr-B2401. The binding affinity (normalized) is 0.230. (8) The peptide sequence is SGPSNTYPEI. The MHC is Mamu-B17 with pseudo-sequence Mamu-B17. The binding affinity (normalized) is 0.